This data is from NCI-60 drug combinations with 297,098 pairs across 59 cell lines. The task is: Regression. Given two drug SMILES strings and cell line genomic features, predict the synergy score measuring deviation from expected non-interaction effect. Drug 1: C1CNP(=O)(OC1)N(CCCl)CCCl. Drug 2: C1=CC=C(C=C1)NC(=O)CCCCCCC(=O)NO. Cell line: UACC62. Synergy scores: CSS=30.4, Synergy_ZIP=3.50, Synergy_Bliss=2.87, Synergy_Loewe=-40.7, Synergy_HSA=-0.974.